Regression. Given a peptide amino acid sequence and an MHC pseudo amino acid sequence, predict their binding affinity value. This is MHC class I binding data. From a dataset of Peptide-MHC class I binding affinity with 185,985 pairs from IEDB/IMGT. (1) The peptide sequence is RSVWIPGRW. The MHC is HLA-A02:19 with pseudo-sequence HLA-A02:19. The binding affinity (normalized) is 0.0847. (2) The peptide sequence is SAAFEDLRL. The MHC is HLA-A02:01 with pseudo-sequence HLA-A02:01. The binding affinity (normalized) is 0. (3) The peptide sequence is GHYTHITAK. The MHC is HLA-A01:01 with pseudo-sequence HLA-A01:01. The binding affinity (normalized) is 0.0847. (4) The peptide sequence is FETTMRGAKR. The MHC is HLA-B40:01 with pseudo-sequence HLA-B40:01. The binding affinity (normalized) is 0.243.